From a dataset of Peptide-MHC class I binding affinity with 185,985 pairs from IEDB/IMGT. Regression. Given a peptide amino acid sequence and an MHC pseudo amino acid sequence, predict their binding affinity value. This is MHC class I binding data. (1) The peptide sequence is LCLSGDGWPY. The MHC is HLA-A29:02 with pseudo-sequence HLA-A29:02. The binding affinity (normalized) is 0.538. (2) The peptide sequence is ITFHNQRDF. The MHC is HLA-B40:01 with pseudo-sequence HLA-B40:01. The binding affinity (normalized) is 0.0847. (3) The binding affinity (normalized) is 0. The peptide sequence is IEDPPFNSL. The MHC is HLA-B54:01 with pseudo-sequence HLA-B54:01. (4) The peptide sequence is MLLMLLPTA. The MHC is HLA-A02:06 with pseudo-sequence HLA-A02:06. The binding affinity (normalized) is 0.992. (5) The peptide sequence is RWMCLRRFII. The MHC is HLA-A03:01 with pseudo-sequence HLA-A03:01. The binding affinity (normalized) is 0.214. (6) The peptide sequence is SIQFFGERAL. The MHC is H-2-Kb with pseudo-sequence H-2-Kb. The binding affinity (normalized) is 0.787.